This data is from Forward reaction prediction with 1.9M reactions from USPTO patents (1976-2016). The task is: Predict the product of the given reaction. (1) The product is: [F:1][C:2]1[N:7]=[C:6]([N:8]2[CH2:13][CH2:12][N:11]([CH2:14][CH2:15][CH2:16][CH2:17][NH2:18])[CH2:10][CH2:9]2)[CH:5]=[CH:4][CH:3]=1. Given the reactants [F:1][C:2]1[N:7]=[C:6]([N:8]2[CH2:13][CH2:12][N:11]([CH2:14][CH2:15][CH2:16][CH2:17][N:18]3C(=O)C4C(=CC=CC=4)C3=O)[CH2:10][CH2:9]2)[CH:5]=[CH:4][CH:3]=1.O.NN, predict the reaction product. (2) Given the reactants [H-].[Na+].[Cl:3][C:4]1[CH:31]=[C:30]([C:32]([F:35])([F:34])[F:33])[CH:29]=[CH:28][C:5]=1[O:6][C:7]1[CH:12]=[CH:11][C:10]([NH:13][C:14]([NH:16][C:17](=[O:26])[C:18]2[C:23]([F:24])=[CH:22][CH:21]=[CH:20][C:19]=2[F:25])=[O:15])=[C:9]([F:27])[CH:8]=1.Cl[CH2:37][N:38]([CH2:49]Cl)[C:39](=[O:48])[O:40][CH2:41][C:42]1[CH:47]=[CH:46][CH:45]=[CH:44][CH:43]=1.O, predict the reaction product. The product is: [CH2:41]([O:40][C:39]([N:38]1[CH2:49][N:13]([C:10]2[CH:11]=[CH:12][C:7]([O:6][C:5]3[CH:28]=[CH:29][C:30]([C:32]([F:35])([F:33])[F:34])=[CH:31][C:4]=3[Cl:3])=[CH:8][C:9]=2[F:27])[C:14](=[O:15])[N:16]([C:17](=[O:26])[C:18]2[C:23]([F:24])=[CH:22][CH:21]=[CH:20][C:19]=2[F:25])[CH2:37]1)=[O:48])[C:42]1[CH:47]=[CH:46][CH:45]=[CH:44][CH:43]=1. (3) Given the reactants [CH3:1][C:2]([CH3:29])([CH3:28])[C@H:3]([N:11]1[CH2:15][CH2:14][N:13]([CH2:16][C:17]2[N:21]([CH3:22])[C:20]3[CH:23]=[CH:24][CH:25]=[CH:26][C:19]=3[N:18]=2)[C:12]1=[O:27])[C:4]([O:6]C(C)(C)C)=[O:5].O.[OH-].[Li+], predict the reaction product. The product is: [CH3:1][C:2]([CH3:29])([CH3:28])[C@H:3]([N:11]1[CH2:15][CH2:14][N:13]([CH2:16][C:17]2[N:21]([CH3:22])[C:20]3[CH:23]=[CH:24][CH:25]=[CH:26][C:19]=3[N:18]=2)[C:12]1=[O:27])[C:4]([OH:6])=[O:5]. (4) Given the reactants [S:1]1[CH:5]=[C:4]([C:6]([OH:8])=[O:7])[C:3]([C:9]([OH:11])=[O:10])=[CH:2]1.Cl[Si](C)(C)C.[CH3:17][CH:18]([CH3:21])[CH2:19]O, predict the reaction product. The product is: [S:1]1[CH:5]=[C:4]([C:6]([O:8][CH2:17][CH:18]([CH3:21])[CH3:19])=[O:7])[C:3]([C:9]([O:11][CH2:2][CH:3]([CH3:9])[CH3:4])=[O:10])=[CH:2]1. (5) Given the reactants [C:1]([C:5]1[N:6]=[C:7]([NH:10][C:11]([CH2:13][C:14]2[CH:25]=[CH:24][N:17]3[C:18](=[O:23])[CH2:19][C:20](=O)[N:21]=[C:16]3[CH:15]=2)=[O:12])[S:8][CH:9]=1)([CH3:4])([CH3:3])[CH3:2].P(Cl)(OC1C=CC=CC=1)(OC1C=CC=CC=1)=O.C(N(C(C)C)CC)(C)C.Cl.[OH:53][C@@H:54]1[CH2:59][CH2:58][CH2:57][NH:56][CH2:55]1, predict the reaction product. The product is: [C:1]([C:5]1[N:6]=[C:7]([NH:10][C:11]([CH2:13][C:14]2[CH:25]=[CH:24][N:17]3[C:18](=[O:23])[CH:19]=[C:20]([N:56]4[CH2:57][CH2:58][CH2:59][C@@H:54]([OH:53])[CH2:55]4)[N:21]=[C:16]3[CH:15]=2)=[O:12])[S:8][CH:9]=1)([CH3:3])([CH3:4])[CH3:2]. (6) Given the reactants Br[C:2]1[CH:3]=[C:4]([CH2:8][C:9]([O:11]C)=[O:10])[CH:5]=[N:6][CH:7]=1.[N:13]1(C2C=C(CC(O)=O)C=CN=2)[CH:17]=[N:16][N:15]=[N:14]1, predict the reaction product. The product is: [N:13]1([C:2]2[CH:3]=[C:4]([CH2:8][C:9]([OH:11])=[O:10])[CH:5]=[N:6][CH:7]=2)[CH:17]=[N:16][N:15]=[N:14]1. (7) Given the reactants [CH3:1][C:2]([O:5][C:6]([NH:8][C@H:9]([C:13]([OH:15])=O)[CH2:10][C:11]#[CH:12])=[O:7])([CH3:4])[CH3:3].O.ON1C2C=CC=CC=2N=N1.[O:27]1[C:31]2[CH:32]=[CH:33][CH:34]=[CH:35][C:30]=2[N:29]=[C:28]1[NH:36][CH2:37][CH2:38][NH2:39].C(N(CC)CC)C.Cl.CN(C)CCCN=C=NCC, predict the reaction product. The product is: [O:27]1[C:31]2[CH:32]=[CH:33][CH:34]=[CH:35][C:30]=2[N:29]=[C:28]1[NH:36][CH2:37][CH2:38][NH:39][C:13](=[O:15])[C@@H:9]([NH:8][C:6](=[O:7])[O:5][C:2]([CH3:1])([CH3:3])[CH3:4])[CH2:10][C:11]#[CH:12].